The task is: Predict which catalyst facilitates the given reaction.. This data is from Catalyst prediction with 721,799 reactions and 888 catalyst types from USPTO. Reactant: C[O:2][C:3]([C:5]1([C:9]2[CH:14]=[CH:13][C:12]([NH:15][C:16]3[CH:21]=[C:20]([C:22]4[CH:27]=[CH:26][CH:25]=[CH:24][CH:23]=4)[N:19]=[C:18]([C:28]4[CH:33]=[CH:32][C:31]([C:34](=[O:36])[CH3:35])=[CH:30][CH:29]=4)[N:17]=3)=[CH:11][CH:10]=2)[CH2:8][CH2:7][CH2:6]1)=[O:4].[OH-].[Na+].Cl. Product: [C:34]([C:31]1[CH:30]=[CH:29][C:28]([C:18]2[N:17]=[C:16]([NH:15][C:12]3[CH:13]=[CH:14][C:9]([C:5]4([C:3]([OH:4])=[O:2])[CH2:8][CH2:7][CH2:6]4)=[CH:10][CH:11]=3)[CH:21]=[C:20]([C:22]3[CH:23]=[CH:24][CH:25]=[CH:26][CH:27]=3)[N:19]=2)=[CH:33][CH:32]=1)(=[O:36])[CH3:35]. The catalyst class is: 746.